From a dataset of Forward reaction prediction with 1.9M reactions from USPTO patents (1976-2016). Predict the product of the given reaction. Given the reactants [O:1]1[C:5]2[CH:6]=[CH:7][CH:8]=[C:9]([CH2:10][NH:11][C:12]3[CH:17]=[CH:16][CH:15]=[CH:14][C:13]=3[O:18][C:19]3[CH:24]=[CH:23][CH:22]=[CH:21][CH:20]=3)[C:4]=2[O:3][CH2:2]1.[F:25][CH2:26][C:27](Cl)=[O:28], predict the reaction product. The product is: [O:1]1[C:5]2[CH:6]=[CH:7][CH:8]=[C:9]([CH2:10][N:11]([C:12]3[CH:17]=[CH:16][CH:15]=[CH:14][C:13]=3[O:18][C:19]3[CH:24]=[CH:23][CH:22]=[CH:21][CH:20]=3)[C:27](=[O:28])[CH2:26][F:25])[C:4]=2[O:3][CH2:2]1.